Dataset: Full USPTO retrosynthesis dataset with 1.9M reactions from patents (1976-2016). Task: Predict the reactants needed to synthesize the given product. Given the product [F:17][C:14]1[CH:15]=[CH:16][C:11]([C@@H:9]([NH:8][C:6]2[N:5]=[C:4]([N:18]3[CH2:21][CH:20]([NH:22][C:23]([NH2:25])=[O:24])[CH2:19]3)[CH:3]=[C:2]([NH:26][C:27]3[CH:32]=[N:31][CH:30]=[CH:29][N:28]=3)[N:7]=2)[CH3:10])=[CH:12][CH:13]=1, predict the reactants needed to synthesize it. The reactants are: Cl[C:2]1[N:7]=[C:6]([NH:8][C@H:9]([C:11]2[CH:16]=[CH:15][C:14]([F:17])=[CH:13][CH:12]=2)[CH3:10])[N:5]=[C:4]([N:18]2[CH2:21][CH:20]([NH:22][C:23]([NH2:25])=[O:24])[CH2:19]2)[CH:3]=1.[NH2:26][C:27]1[CH:32]=[N:31][CH:30]=[CH:29][N:28]=1.C1(P(C2CCCCC2)C2C=CC=CC=2C2C(C(C)C)=CC(C(C)C)=CC=2C(C)C)CCCCC1.CC(C)([O-])C.[Na+].